This data is from Peptide-MHC class I binding affinity with 185,985 pairs from IEDB/IMGT. The task is: Regression. Given a peptide amino acid sequence and an MHC pseudo amino acid sequence, predict their binding affinity value. This is MHC class I binding data. (1) The peptide sequence is VLTLLLLLV. The MHC is HLA-B58:01 with pseudo-sequence HLA-B58:01. The binding affinity (normalized) is 0.0972. (2) The peptide sequence is KLLARFLFE. The MHC is HLA-A02:16 with pseudo-sequence HLA-A02:16. The binding affinity (normalized) is 0.0847. (3) The peptide sequence is LPAEVRAAF. The MHC is HLA-A02:01 with pseudo-sequence HLA-A02:01. The binding affinity (normalized) is 0.0847.